From a dataset of Reaction yield outcomes from USPTO patents with 853,638 reactions. Predict the reaction yield, written as a fraction of the theoretical maximum amount of product (1.0 means a 100% yield; for example, 0.34 means a 34% yield). (1) The product is [O:28]1[C:32]2([CH2:33][CH2:34][CH:35]([N:38]3[C:17](=[O:18])[C:16]([CH2:15][C:12]4[CH:13]=[CH:14][C:9]([C:4]5[C:3]([C:1]#[N:2])=[CH:8][CH:7]=[CH:6][CH:5]=5)=[C:10]([F:27])[CH:11]=4)=[C:22]([CH2:23][CH2:24][CH3:25])[N:40]4[N:41]=[CH:42][N:43]=[C:39]34)[CH2:36][CH2:37]2)[O:31][CH2:30][CH2:29]1. The yield is 0.500. The reactants are [C:1]([C:3]1[CH:8]=[CH:7][CH:6]=[CH:5][C:4]=1[C:9]1[CH:14]=[CH:13][C:12]([CH2:15][CH:16]([C:22](=O)[CH2:23][CH2:24][CH3:25])[C:17](OCC)=[O:18])=[CH:11][C:10]=1[F:27])#[N:2].[O:28]1[C:32]2([CH2:37][CH2:36][CH:35]([NH:38][C:39]3[NH:43][CH:42]=[N:41][N:40]=3)[CH2:34][CH2:33]2)[O:31][CH2:30][CH2:29]1. No catalyst specified. (2) The reactants are [N+:1]([C:4]1[CH:21]=[CH:20][C:7]2[O:8][C:9]3[CH:17]=[C:16]([OH:18])[CH:15]=[C:14]([OH:19])[C:10]=3[C:11](=[O:13])[CH2:12][C:6]=2[CH:5]=1)([O-])=O.[Sn](Cl)Cl.O. The catalyst is C(O)C.O1CCOCC1. The product is [NH2:1][C:4]1[CH:21]=[CH:20][C:7]2[O:8][C:9]3[CH:17]=[C:16]([OH:18])[CH:15]=[C:14]([OH:19])[C:10]=3[C:11](=[O:13])[CH2:12][C:6]=2[CH:5]=1. The yield is 0.510. (3) The reactants are [C:1]([C:3]1[CH:8]=[CH:7][C:6]([C:9]2[CH:10]=[N:11][N:12]([C:15]3[CH:23]=[CH:22][C:18]([C:19]([OH:21])=O)=[CH:17][N:16]=3)[C:13]=2[OH:14])=[CH:5][CH:4]=1)#[N:2].CCN=C=NCCCN(C)C.C1C=CC2N(O)N=NC=2C=1.C(N(CC)C(C)C)(C)C.[NH2:54][C@H:55]([CH2:59][CH3:60])[CH2:56][C:57]#[N:58]. The catalyst is CN(C=O)C. The product is [C:57]([CH2:56][C@H:55]([NH:54][C:19](=[O:21])[C:18]1[CH:22]=[CH:23][C:15]([N:12]2[C:13]([OH:14])=[C:9]([C:6]3[CH:5]=[CH:4][C:3]([C:1]#[N:2])=[CH:8][CH:7]=3)[CH:10]=[N:11]2)=[N:16][CH:17]=1)[CH2:59][CH3:60])#[N:58]. The yield is 0.440. (4) The reactants are [OH:1][C:2]1[C:11]2[C:6](=[CH:7][CH:8]=[CH:9][CH:10]=2)[C:5]([CH3:15])([CH2:12][CH2:13][CH3:14])[C:4](=[O:16])[C:3]=1[C:17]1[NH:22][C:21]2[CH:23]=[CH:24][C:25]([NH:27][S:28]([CH3:31])(=[O:30])=[O:29])=[CH:26][C:20]=2[S:19](=[O:33])(=[O:32])[N:18]=1.[OH-].[Na+:35]. The catalyst is O. The product is [CH3:15][C:5]1([CH2:12][CH2:13][CH3:14])[C:6]2[C:11](=[CH:10][CH:9]=[CH:8][CH:7]=2)[C:2]([O-:1])=[C:3]([C:17]2[NH:22][C:21]3[CH:23]=[CH:24][C:25]([NH:27][S:28]([CH3:31])(=[O:30])=[O:29])=[CH:26][C:20]=3[S:19](=[O:33])(=[O:32])[N:18]=2)[C:4]1=[O:16].[Na+:35]. The yield is 0.860. (5) The product is [CH2:25]([NH:33][C:34](=[O:35])[C:36]1[CH:41]=[CH:40][C:39]([C:2]2[C:10]3[C:5](=[N:6][CH:7]=[N:8][C:9]=3[NH2:11])[N:4]([C@H:12]3[CH2:17][CH2:16][C@@H:15]([N:18]4[CH2:23][CH2:22][N:21]([CH3:24])[CH2:20][CH2:19]4)[CH2:14][CH2:13]3)[N:3]=2)=[CH:38][CH:37]=1)[CH2:26][C:27]1[CH:32]=[CH:31][CH:30]=[CH:29][CH:28]=1. The catalyst is O. The yield is 0.230. The reactants are I[C:2]1[C:10]2[C:5](=[N:6][CH:7]=[N:8][C:9]=2[NH2:11])[N:4]([C@H:12]2[CH2:17][CH2:16][C@@H:15]([N:18]3[CH2:23][CH2:22][N:21]([CH3:24])[CH2:20][CH2:19]3)[CH2:14][CH2:13]2)[N:3]=1.[CH2:25]([NH:33][C:34]([C:36]1[CH:41]=[CH:40][C:39](B(O)O)=[CH:38][CH:37]=1)=[O:35])[CH2:26][C:27]1[CH:32]=[CH:31][CH:30]=[CH:29][CH:28]=1.C(=O)([O-])[O-].[Na+].[Na+].COCCOC. (6) The reactants are CCN(C(C)C)C(C)C.[O:10]=[C:11]1[C:20]2[C:15](=[C:16]([C:21](Cl)=[O:22])[CH:17]=[CH:18][CH:19]=2)[O:14][C:13]([C:24]2[CH:29]=[CH:28][CH:27]=[C:26]([C:30]([F:33])([F:32])[F:31])[CH:25]=2)=[CH:12]1.Cl.[N:35]1([CH2:40][C:41]2[N:46]=[C:45]([NH2:47])[CH:44]=[CH:43][CH:42]=2)[CH2:39][CH2:38][CH2:37][CH2:36]1.O. The catalyst is CC#N. The product is [O:10]=[C:11]1[C:20]2[C:15](=[C:16]([C:21]([NH:47][C:45]3[CH:44]=[CH:43][CH:42]=[C:41]([CH2:40][N:35]4[CH2:39][CH2:38][CH2:37][CH2:36]4)[N:46]=3)=[O:22])[CH:17]=[CH:18][CH:19]=2)[O:14][C:13]([C:24]2[CH:29]=[CH:28][CH:27]=[C:26]([C:30]([F:33])([F:32])[F:31])[CH:25]=2)=[CH:12]1. The yield is 0.400. (7) The reactants are [F:1][C:2]1[CH:7]=[CH:6][C:5]([F:8])=[CH:4][C:3]=1[C@H:9]1[CH2:13][CH2:12][CH2:11][N:10]1[C:14]1[CH:15]=[CH:16][C:17]2[N:18]([C:20]([NH:23][C:24]([N:26]3[CH2:29][CH:28]([OH:30])[CH2:27]3)=[O:25])=[CH:21][N:22]=2)[N:19]=1.[C:31](O[C:31](=[O:35])[CH:32]([CH3:34])[CH3:33])(=[O:35])[CH:32]([CH3:34])[CH3:33]. The catalyst is CN(C=O)C.CCN(C(C)C)C(C)C. The product is [C:31]([O:30][CH:28]1[CH2:29][N:26]([C:24](=[O:25])[NH:23][C:20]2[N:18]3[N:19]=[C:14]([N:10]4[CH2:11][CH2:12][CH2:13][C@@H:9]4[C:3]4[CH:4]=[C:5]([F:8])[CH:6]=[CH:7][C:2]=4[F:1])[CH:15]=[CH:16][C:17]3=[N:22][CH:21]=2)[CH2:27]1)(=[O:35])[CH:32]([CH3:34])[CH3:33]. The yield is 0.500.